This data is from Full USPTO retrosynthesis dataset with 1.9M reactions from patents (1976-2016). The task is: Predict the reactants needed to synthesize the given product. (1) Given the product [CH2:1]([NH:8][C:9]([C:11]1[S:15][C:14]([NH:16][C:24](=[O:33])[CH2:25][CH2:26][C:27]2[CH:32]=[CH:31][CH:30]=[CH:29][CH:28]=2)=[N:13][C:12]=1[CH2:17][N:18]1[CH2:23][CH2:22][O:21][CH2:20][CH2:19]1)=[O:10])[C:2]1[CH:7]=[CH:6][CH:5]=[CH:4][CH:3]=1, predict the reactants needed to synthesize it. The reactants are: [CH2:1]([NH:8][C:9]([C:11]1[S:15][C:14]([NH2:16])=[N:13][C:12]=1[CH2:17][N:18]1[CH2:23][CH2:22][O:21][CH2:20][CH2:19]1)=[O:10])[C:2]1[CH:7]=[CH:6][CH:5]=[CH:4][CH:3]=1.[C:24](Cl)(=[O:33])[CH2:25][CH2:26][C:27]1[CH:32]=[CH:31][CH:30]=[CH:29][CH:28]=1.C(N(CC)CC)C. (2) Given the product [CH2:25]([O:24][C:22]([C:20]1[O:21][C:17]2[CH:16]=[C:15]([O:14][CH:11]3[CH2:12][CH2:13][NH:8][CH2:9][CH2:10]3)[C:29]([Cl:30])=[CH:28][C:18]=2[C:19]=1[CH3:27])=[O:23])[CH3:26].[ClH:31], predict the reactants needed to synthesize it. The reactants are: C(OC([N:8]1[CH2:13][CH2:12][CH:11]([O:14][C:15]2[C:29]([Cl:30])=[CH:28][C:18]3[C:19]([CH3:27])=[C:20]([C:22]([O:24][CH2:25][CH3:26])=[O:23])[O:21][C:17]=3[CH:16]=2)[CH2:10][CH2:9]1)=O)(C)(C)C.[ClH:31].